This data is from Catalyst prediction with 721,799 reactions and 888 catalyst types from USPTO. The task is: Predict which catalyst facilitates the given reaction. (1) Reactant: COC(=O)[C:4]1[CH:9]=[CH:8][CH:7]=[CH:6][C:5]=1[C:10]([CH3:13])([CH3:12])[CH3:11].[CH3:15][O:16][C:17]1[CH:22]=[CH:21][C:20]([C:23](=[O:25])[CH3:24])=[CH:19][CH:18]=1.CO.[C:28]([OH:32])(C)(C)C. Product: [CH3:13][C:10]([C:5]1[CH:4]=[CH:9][C:8]([C:28]([CH2:24][C:23]([C:20]2[CH:21]=[CH:22][C:17]([O:16][CH3:15])=[CH:18][CH:19]=2)=[O:25])=[O:32])=[CH:7][CH:6]=1)([CH3:11])[CH3:12]. The catalyst class is: 15. (2) Reactant: C[O:2][C:3]([C:5]1([CH2:19][C:20]([CH3:22])=[CH2:21])[CH2:9][C:8](=[O:10])[N:7]([C:11]2[C:16]([CH3:17])=[CH:15][CH:14]=[CH:13][C:12]=2[CH3:18])[CH2:6]1)=[O:4].[Li+].[OH-]. Product: [CH3:17][C:16]1[CH:15]=[CH:14][CH:13]=[C:12]([CH3:18])[C:11]=1[N:7]1[C:8](=[O:10])[CH2:9][C:5]([CH2:19][C:20]([CH3:22])=[CH2:21])([C:3]([OH:4])=[O:2])[CH2:6]1. The catalyst class is: 5. (3) Reactant: I[C:2]1[CH:11]=[CH:10][C:5]([C:6]([O:8][CH3:9])=[O:7])=[CH:4][CH:3]=1.[CH3:12][N:13]([CH3:17])[CH2:14][CH2:15][NH2:16].C(=O)([O-])[O-].[Cs+].[Cs+].C(C1CCCCC1=O)(=O)C. The catalyst class is: 590. Product: [CH3:12][N:13]([CH3:17])[CH2:14][CH2:15][NH:16][C:2]1[CH:11]=[CH:10][C:5]([C:6]([O:8][CH3:9])=[O:7])=[CH:4][CH:3]=1. (4) Reactant: [F:1][C:2]1[C:11]2[NH:10][CH:9]=[C:8]3[C:12](=[O:24])[N:13]([C:15]4[CH:23]=[CH:22][C:18]([C:19](O)=[O:20])=[CH:17][CH:16]=4)[N:14]=[C:7]3[C:6]=2[CH:5]=[CH:4][CH:3]=1.C(Cl)(=O)C([Cl:28])=O.CN(C)C=O. Product: [F:1][C:2]1[C:11]2[NH:10][CH:9]=[C:8]3[C:12](=[O:24])[N:13]([C:15]4[CH:23]=[CH:22][C:18]([C:19]([Cl:28])=[O:20])=[CH:17][CH:16]=4)[N:14]=[C:7]3[C:6]=2[CH:5]=[CH:4][CH:3]=1. The catalyst class is: 4. (5) Reactant: C[Si](I)(C)C.[CH:6]([C@H:9]1[CH2:14][CH2:13][C@H:12]([NH:15][C:16]2[C:25]3[C:20](=[CH:21][CH:22]=[CH:23][CH:24]=3)[C:19]([CH2:26][C:27]3[CH:28]=[N:29][C:30]([O:33]C)=[CH:31][CH:32]=3)=[CH:18][N:17]=2)[CH2:11][CH2:10]1)([CH3:8])[CH3:7]. Product: [CH:6]([C@H:9]1[CH2:10][CH2:11][C@H:12]([NH:15][C:16]2[C:25]3[C:20](=[CH:21][CH:22]=[CH:23][CH:24]=3)[C:19]([CH2:26][C:27]3[CH:28]=[N:29][C:30]([OH:33])=[CH:31][CH:32]=3)=[CH:18][N:17]=2)[CH2:13][CH2:14]1)([CH3:8])[CH3:7]. The catalyst class is: 22. (6) Reactant: C[Si]([N:5]=[C:6]=[O:7])(C)C.[NH2:8][C:9]1[S:10][C:11]([C:15]2[CH:16]=[C:17]([NH:22][S:23]([C:26]3[S:30][C:29]([CH3:31])=[N:28][C:27]=3[CH3:32])(=[O:25])=[O:24])[C:18]([Cl:21])=[N:19][CH:20]=2)=[C:12]([CH3:14])[N:13]=1. Product: [Cl:21][C:18]1[C:17]([NH:22][S:23]([C:26]2[S:30][C:29]([CH3:31])=[N:28][C:27]=2[CH3:32])(=[O:25])=[O:24])=[CH:16][C:15]([C:11]2[S:10][C:9]([NH:8][C:6]([NH2:5])=[O:7])=[N:13][C:12]=2[CH3:14])=[CH:20][N:19]=1. The catalyst class is: 57. (7) The catalyst class is: 37. Product: [CH3:1][C@@:2]([OH:34])([C:30]([CH3:33])([CH3:32])[CH3:31])[C@@H:3]1[C@:8]2([O:28][CH3:29])[C@@H:9]3[O:23][C:18]4=[C:19]([OH:22])[CH:20]=[CH:21][C:16]5=[C:17]4[C@:10]43[CH2:11][CH2:12][N:13]([CH2:24][CH:25]3[CH2:26][CH2:27]3)[C@H:14]([CH2:15]5)[C@@:5]4([CH2:6][CH2:7]2)[CH2:4]1.[C:35]([O-:52])(=[O:51])[CH2:36][CH2:37][CH2:38][CH2:39][CH2:40][CH2:41][CH2:42][CH2:43][CH2:44][CH2:45][CH2:46][CH2:47][CH2:48][CH2:49][CH3:50]. Reactant: [CH3:1][C@@:2]([OH:34])([C:30]([CH3:33])([CH3:32])[CH3:31])[C@@H:3]1[C@:8]2([O:28][CH3:29])[C@@H:9]3[O:23][C:18]4=[C:19]([OH:22])[CH:20]=[CH:21][C:16]5=[C:17]4[C@:10]43[CH2:11][CH2:12][N:13]([CH2:24][CH:25]3[CH2:27][CH2:26]3)[C@H:14]([CH2:15]5)[C@@:5]4([CH2:6][CH2:7]2)[CH2:4]1.[C:35]([OH:52])(=[O:51])[CH2:36][CH2:37][CH2:38][CH2:39][CH2:40][CH2:41][CH2:42][CH2:43][CH2:44][CH2:45][CH2:46][CH2:47][CH2:48][CH2:49][CH3:50].